Task: Predict the reactants needed to synthesize the given product.. Dataset: Full USPTO retrosynthesis dataset with 1.9M reactions from patents (1976-2016) (1) The reactants are: Cl[C:2]1[N:7]=[CH:6][N:5]=[C:4]([NH:8][C:9]2[CH:14]=[CH:13][C:12]([N:15]3[CH2:20][CH2:19][N:18]([CH:21]4[CH2:24][O:23][CH2:22]4)[CH2:17][CH2:16]3)=[CH:11][CH:10]=2)[N:3]=1.[F:25][C:26]1[CH:33]=[CH:32][C:31](B2OC(C)(C)C(C)(C)O2)=[CH:30][C:27]=1[C:28]#[N:29].C(=O)([O-])[O-].[Na+].[Na+]. Given the product [F:25][C:26]1[CH:33]=[CH:32][C:31]([C:2]2[N:3]=[C:4]([NH:8][C:9]3[CH:14]=[CH:13][C:12]([N:15]4[CH2:20][CH2:19][N:18]([CH:21]5[CH2:24][O:23][CH2:22]5)[CH2:17][CH2:16]4)=[CH:11][CH:10]=3)[N:5]=[CH:6][N:7]=2)=[CH:30][C:27]=1[C:28]#[N:29], predict the reactants needed to synthesize it. (2) Given the product [CH3:27][S:28]([O:15][CH2:14][C:11]1[CH:12]=[CH:13][C:8]([CH2:7][O:6][C:5]2[CH:4]=[CH:3][C:2]([Br:1])=[CH:17][CH:16]=2)=[CH:9][CH:10]=1)(=[O:30])=[O:29], predict the reactants needed to synthesize it. The reactants are: [Br:1][C:2]1[CH:17]=[CH:16][C:5]([O:6][CH2:7][C:8]2[CH:13]=[CH:12][C:11]([CH2:14][OH:15])=[CH:10][CH:9]=2)=[CH:4][CH:3]=1.C(N(CC)C(C)C)(C)C.[CH3:27][S:28](Cl)(=[O:30])=[O:29]. (3) Given the product [CH2:1]([S:3]([C:6]1[CH:7]=[C:8]([C:12]2[CH:20]=[C:19]([NH:21][C:53]([CH:55]3[CH2:57][CH2:56]3)=[O:54])[C:18]([O:22][CH3:23])=[C:17]3[C:13]=2[C:14]2[CH:27]=[C:26]([CH3:28])[CH:25]=[N:24][C:15]=2[NH:16]3)[CH:9]=[CH:10][CH:11]=1)(=[O:5])=[O:4])[CH3:2], predict the reactants needed to synthesize it. The reactants are: [CH2:1]([S:3]([C:6]1[CH:7]=[C:8]([C:12]2[CH:20]=[C:19]([NH2:21])[C:18]([O:22][CH3:23])=[C:17]3[C:13]=2[C:14]2[CH:27]=[C:26]([CH3:28])[CH:25]=[N:24][C:15]=2[NH:16]3)[CH:9]=[CH:10][CH:11]=1)(=[O:5])=[O:4])[CH3:2].NC1C(OC)=C2C(C3C=C(C)C=NC=3N2)=C(C2C=C(N[C:53]([CH:55]3[CH2:57][CH2:56]3)=[O:54])C=CC=2)C=1. (4) Given the product [CH2:1]([N:8]1[C:17](=[O:18])[C:16]2[C:11](=[CH:12][C:13]([Cl:19])=[CH:14][CH:15]=2)[N:10]=[C:9]1[CH:20]([Br:31])[C:21]([N:23]([CH3:24])[CH3:25])=[O:22])[C:2]1[CH:7]=[CH:6][CH:5]=[CH:4][CH:3]=1, predict the reactants needed to synthesize it. The reactants are: [CH2:1]([N:8]1[C:17](=[O:18])[C:16]2[C:11](=[CH:12][C:13]([Cl:19])=[CH:14][CH:15]=2)[N:10]=[C:9]1[CH2:20][C:21]([N:23]([CH3:25])[CH3:24])=[O:22])[C:2]1[CH:7]=[CH:6][CH:5]=[CH:4][CH:3]=1.C([O-])(=O)C.[Na+].[Br:31]Br.O. (5) Given the product [CH3:35][O:36][C:37]1[CH:38]=[C:39]([C:43]([N:45]=[C:46]=[S:47])=[O:44])[CH:40]=[CH:41][CH:42]=1.[Cl:12][C:13]1[CH:14]=[C:15]([NH:16][C:46]([NH:45][C:43](=[O:44])[C:39]2[CH:40]=[CH:41][CH:42]=[C:37]([O:36][CH3:35])[CH:38]=2)=[S:47])[CH:17]=[CH:18][C:19]=1[O:20][C:21]1[C:30]2[C:25](=[CH:26][C:27]([O:33][CH3:34])=[C:28]([O:31][CH3:32])[CH:29]=2)[N:24]=[CH:23][CH:22]=1, predict the reactants needed to synthesize it. The reactants are: COC1C=C(C(Cl)=O)C=CC=1.[Cl:12][C:13]1[CH:14]=[C:15]([CH:17]=[CH:18][C:19]=1[O:20][C:21]1[C:30]2[C:25](=[CH:26][C:27]([O:33][CH3:34])=[C:28]([O:31][CH3:32])[CH:29]=2)[N:24]=[CH:23][CH:22]=1)[NH2:16].[CH3:35][O:36][C:37]1[CH:38]=[C:39]([C:43]([N:45]=[C:46]=[S:47])=[O:44])[CH:40]=[CH:41][CH:42]=1.